Dataset: Catalyst prediction with 721,799 reactions and 888 catalyst types from USPTO. Task: Predict which catalyst facilitates the given reaction. (1) Reactant: Cl[C:2]1[C:12]([C:13]#[N:14])=[CH:11][C:5]([C:6]([O:8][CH2:9][CH3:10])=[O:7])=[C:4]([CH:15]([F:17])[F:16])[N:3]=1.[CH2:18]([S:25]([NH:28][C:29]([CH:31]1[CH2:36][CH2:35][NH:34][CH2:33][CH2:32]1)=[O:30])(=[O:27])=[O:26])[C:19]1[CH:24]=[CH:23][CH:22]=[CH:21][CH:20]=1. Product: [CH2:18]([S:25]([NH:28][C:29]([CH:31]1[CH2:36][CH2:35][N:34]([C:2]2[C:12]([C:13]#[N:14])=[CH:11][C:5]([C:6]([O:8][CH2:9][CH3:10])=[O:7])=[C:4]([CH:15]([F:17])[F:16])[N:3]=2)[CH2:33][CH2:32]1)=[O:30])(=[O:26])=[O:27])[C:19]1[CH:20]=[CH:21][CH:22]=[CH:23][CH:24]=1. The catalyst class is: 315. (2) Reactant: [C:1]1([CH:7]([C:25]2[CH:30]=[CH:29][CH:28]=[CH:27][CH:26]=2)[CH2:8][CH2:9][N:10]2[CH2:15][CH2:14][CH:13]([NH:16][C:17](=[O:24])[CH2:18][C:19]3[N:20]=[N:21][NH:22][N:23]=3)[CH2:12][CH2:11]2)[CH:6]=[CH:5][CH:4]=[CH:3][CH:2]=1.[OH-].[Na+].[CH3:33]I. Product: [C:1]1([CH:7]([C:25]2[CH:30]=[CH:29][CH:28]=[CH:27][CH:26]=2)[CH2:8][CH2:9][N:10]2[CH2:15][CH2:14][CH:13]([NH:16][C:17](=[O:24])[CH2:18][C:19]3[N:20]=[N:21][N:22]([CH3:33])[N:23]=3)[CH2:12][CH2:11]2)[CH:6]=[CH:5][CH:4]=[CH:3][CH:2]=1. The catalyst class is: 1. (3) Reactant: [Br:1][CH2:2][C:3]([C:5]1[S:6][CH:7]=[CH:8][CH:9]=1)=[O:4].[BH4-].[Na+]. Product: [Br:1][CH2:2][CH:3]([C:5]1[S:6][CH:7]=[CH:8][CH:9]=1)[OH:4]. The catalyst class is: 5.